From a dataset of Full USPTO retrosynthesis dataset with 1.9M reactions from patents (1976-2016). Predict the reactants needed to synthesize the given product. (1) Given the product [F:1][C:2]1[C:3]([NH:10][C:11]2[C:16]([C:17]3[N:25]=[CH:24][N:23]=[C:22]4[C:18]=3[N:19]=[CH:20][N:21]4[CH:26]3[CH2:31][CH2:30][CH2:29][CH2:28][O:27]3)=[CH:15][CH:14]=[CH:13][N:12]=2)=[C:4]([F:9])[CH:5]=[CH:6][C:7]=1[NH:8][S:38]([C:36]1[CH:35]=[N:34][N:33]([CH3:32])[CH:37]=1)(=[O:40])=[O:39], predict the reactants needed to synthesize it. The reactants are: [F:1][C:2]1[C:7]([NH2:8])=[CH:6][CH:5]=[C:4]([F:9])[C:3]=1[NH:10][C:11]1[C:16]([C:17]2[N:25]=[CH:24][N:23]=[C:22]3[C:18]=2[N:19]=[CH:20][N:21]3[CH:26]2[CH2:31][CH2:30][CH2:29][CH2:28][O:27]2)=[CH:15][CH:14]=[CH:13][N:12]=1.[CH3:32][N:33]1[CH:37]=[C:36]([S:38](Cl)(=[O:40])=[O:39])[CH:35]=[N:34]1.N1C=CC=CC=1. (2) Given the product [Br:24][C:14]1[N:8]2[CH:9]=[C:10]([C:12]#[N:13])[N:11]=[C:6]([S:5][CH3:4])[C:7]2=[N:16][CH:15]=1, predict the reactants needed to synthesize it. The reactants are: C(O)C.[CH3:4][S:5][C:6]1[C:7]2[N:8]([CH:14]=[CH:15][N:16]=2)[CH:9]=[C:10]([C:12]#[N:13])[N:11]=1.C1C(=O)N([Br:24])C(=O)C1.O.C(=O)(O)[O-].[Na+]. (3) Given the product [Cl:1][C:2]1[CH:3]=[CH:4][C:5]2[N:11]=[CH:14][N:10]=[C:8]([OH:9])[C:6]=2[N:7]=1, predict the reactants needed to synthesize it. The reactants are: [Cl:1][C:2]1[N:7]=[C:6]([C:8]([NH2:10])=[O:9])[C:5]([N+:11]([O-])=O)=[CH:4][CH:3]=1.[CH:14](OCC)(OCC)OCC. (4) The reactants are: Cl[C:2]1[CH:9]=[C:8]([O:10][CH:11]([C:13]2[S:17][C:16]([C:18]3[CH:23]=[CH:22][C:21]([C:24]([F:27])([F:26])[F:25])=[CH:20][CH:19]=3)=[N:15][C:14]=2[CH3:28])[CH3:12])[CH:7]=[CH:6][C:3]=1[C:4]#[N:5].[ClH:29].[NH2:30][OH:31].C(N(CC)CC)C.[O:39]1CCC[CH2:40]1. Given the product [Cl:29][C:2]1[CH:9]=[C:8]([O:10][CH:11]([C:13]2[S:17][C:16]([C:18]3[CH:19]=[CH:20][C:21]([C:24]([F:26])([F:25])[F:27])=[CH:22][CH:23]=3)=[N:15][C:14]=2[CH3:28])[CH3:12])[CH:7]=[CH:6][C:3]=1[C:4]1[NH:5][C:40](=[O:39])[O:31][N:30]=1, predict the reactants needed to synthesize it. (5) Given the product [C:1]([C:5]1[N:10]=[C:9]([N:11]2[CH2:16][CH2:15][N:14]([CH2:17][CH2:18][CH2:19][CH2:20][NH:21][C:31]([N:50]3[CH2:51][CH2:52][N:47]([S:44]([C:38]4[CH:43]=[CH:42][CH:41]=[CH:40][CH:39]=4)(=[O:46])=[O:45])[CH2:48][CH2:49]3)=[O:32])[CH2:13][CH2:12]2)[CH:8]=[C:7]([C:22]([F:24])([F:25])[F:23])[N:6]=1)([CH3:4])([CH3:2])[CH3:3], predict the reactants needed to synthesize it. The reactants are: [C:1]([C:5]1[N:10]=[C:9]([N:11]2[CH2:16][CH2:15][N:14]([CH2:17][CH2:18][CH2:19][CH2:20][NH2:21])[CH2:13][CH2:12]2)[CH:8]=[C:7]([C:22]([F:25])([F:24])[F:23])[N:6]=1)([CH3:4])([CH3:3])[CH3:2].C1N=CN([C:31](N2C=NC=C2)=[O:32])C=1.[C:38]1([S:44]([N:47]2[CH2:52][CH2:51][NH:50][CH2:49][CH2:48]2)(=[O:46])=[O:45])[CH:43]=[CH:42][CH:41]=[CH:40][CH:39]=1. (6) Given the product [CH2:1]([S:8][C:9]1[CH:10]=[C:11]2[C:16](=[CH:17][CH:18]=1)[CH:15]([C:19]1[CH:24]=[CH:23][C:22]([C:25]([F:28])([F:27])[F:26])=[CH:21][C:20]=1[O:29][CH3:30])[NH:14][CH2:13][CH2:12]2)[C:2]1[CH:7]=[CH:6][CH:5]=[CH:4][CH:3]=1, predict the reactants needed to synthesize it. The reactants are: [CH2:1]([S:8][C:9]1[CH:10]=[C:11]2[C:16](=[CH:17][CH:18]=1)[CH:15]([C:19]1[CH:24]=[CH:23][C:22]([C:25]([F:28])([F:27])[F:26])=[CH:21][C:20]=1[O:29][CH3:30])[N:14](C(OC(C)(C)C)=O)[CH2:13][CH2:12]2)[C:2]1[CH:7]=[CH:6][CH:5]=[CH:4][CH:3]=1.FC(F)(F)C(O)=O. (7) Given the product [F:17][C:5]1[C:6]([C:8]2[CH:13]=[CH:12][C:11]([F:14])=[CH:10][C:9]=2[O:15][CH3:16])=[N:7][C:2]([NH:18][C:21]2[CH:22]=[C:23]([CH2:33][OH:34])[CH:24]=[C:25]([S:27]([F:32])([F:28])([F:29])([F:30])[F:31])[CH:26]=2)=[N:3][CH:4]=1, predict the reactants needed to synthesize it. The reactants are: Cl[C:2]1[N:7]=[C:6]([C:8]2[CH:13]=[CH:12][C:11]([F:14])=[CH:10][C:9]=2[O:15][CH3:16])[C:5]([F:17])=[CH:4][N:3]=1.[N+:18]([C:21]1[CH:22]=[C:23]([CH2:33][OH:34])[CH:24]=[C:25]([S:27]([F:32])([F:31])([F:30])([F:29])[F:28])[CH:26]=1)([O-])=O. (8) Given the product [C:3]([NH:11][CH2:12][C@H:13]([OH:14])[CH2:17][Br:1])(=[O:10])[C:4]1[CH:9]=[CH:8][CH:7]=[CH:6][CH:5]=1, predict the reactants needed to synthesize it. The reactants are: [Br-:1].[Li+].[C:3]([NH:11][CH2:12][CH:13]1[CH2:17]OS(=O)[O:14]1)(=[O:10])[C:4]1[CH:9]=[CH:8][CH:7]=[CH:6][CH:5]=1.